Predict the product of the given reaction. From a dataset of Forward reaction prediction with 1.9M reactions from USPTO patents (1976-2016). (1) Given the reactants Br[C:2]1[CH:3]=[C:4]([CH:8]=[C:9]([O:11][CH3:12])[CH:10]=1)[C:5]([OH:7])=[O:6].[Cl:13][C:14]1[CH:19]=[CH:18][CH:17]=[CH:16][C:15]=1B(O)O.C([O-])([O-])=O.[Na+].[Na+].Cl, predict the reaction product. The product is: [Cl:13][C:14]1[CH:19]=[CH:18][CH:17]=[CH:16][C:15]=1[C:2]1[CH:3]=[C:4]([CH:8]=[C:9]([O:11][CH3:12])[CH:10]=1)[C:5]([OH:7])=[O:6]. (2) Given the reactants [N+:1]([C:4]1[CH:15]=[CH:14][C:7]([CH:8]=[N:9][S:10]([CH3:13])(=[O:12])=[O:11])=[CH:6][CH:5]=1)([O-:3])=[O:2].C[Si]([CH2:20][C:21]#[N:22])(C)C.C([O-])(=O)C.[Li+].[NH4+].[Cl-], predict the reaction product. The product is: [C:21]([CH2:20][CH:8]([NH:9][S:10]([CH3:13])(=[O:12])=[O:11])[C:7]1[CH:14]=[CH:15][C:4]([N+:1]([O-:3])=[O:2])=[CH:5][CH:6]=1)#[N:22].